This data is from Experimentally validated miRNA-target interactions with 360,000+ pairs, plus equal number of negative samples. The task is: Binary Classification. Given a miRNA mature sequence and a target amino acid sequence, predict their likelihood of interaction. (1) The miRNA is hsa-miR-34a-3p with sequence CAAUCAGCAAGUAUACUGCCCU. The protein sequence of the target gene is MAPARCFSARLRTVFQGVGHWALSTWAGLKPSRLLPQRASPRLLSVGRADLAKHQELPGKKLLSEKKLKRYFVDYRRVLVCGGNGGAGASCFHSEPRKEFGGPDGGDGGNGGHVILRVDQQVKSLSSVLSRYQGFSGEDGGSKNCFGRSGAVLYIRVPVGTLVKEGGRVVADLSCVGDEYIAALGGAGGKGNRFFLANNNRAPVTCTPGQPGQQRVLHLELKTVAHAGMVGFPNAGKSSLLRAISNARPAVASYPFTTLKPHVGIVHYEGHLQIAVADIPGIIRGAHQNRGLGSAFLRHI.... Result: 0 (no interaction). (2) The miRNA is hsa-miR-1-3p with sequence UGGAAUGUAAAGAAGUAUGUAU. The protein sequence of the target gene is MAAAAAAGAASGLPGPVAQGLKEALVDTLTGILSPVQEVRAAAEEQIKVLEVTEEFGVHLAELTVDPQGALAIRQLASVILKQYVETHWCAQSEKFRPPETTERAKIVIRELLPNGLRESISKVRSSVAYAVSAIAHWDWPEAWPQLFNLLMEMLVSGDLNAVHGAMRVLTEFTREVTDTQMPLVAPVILPEMYKIFTMAEVYGIRTRSRAVEIFTTCAHMICNMEELEKGAAKVLIFPVVQQFTEAFVQALQIPDGPTSDSGFKMEVLKAVTALVKNFPKHMVSSMQQILPIVWNTLTE.... Result: 1 (interaction). (3) The miRNA is hsa-miR-4713-5p with sequence UUCUCCCACUACCAGGCUCCCA. The protein sequence of the target gene is MRLAVLFSGALLGLLAAQGTGNDCPHKKSATLLPSFTVTPTVTESTGTTSHRTTKSHKTTTHRTTTTGTTSHGPTTATHNPTTTSHGNVTVHPTSNSTATSQGPSTATHSPATTSHGNATVHPTSNSTATSPGFTSSAHPEPPPPSPSPSPTSKETIGDYTWTNGSQPCVHLQAQIQIRVMYTTQGGGEAWGISVLNPNKTKVQGSCEGAHPHLLLSFPYGHLSFGFMQDLQQKVVYLSYMAVEYNVSFPHAAQWTFSAQNASLRDLQAPLGQSFSCSNSSIILSPAVHLDLLSLRLQAA.... Result: 1 (interaction). (4) The miRNA is hsa-miR-433-5p with sequence UACGGUGAGCCUGUCAUUAUUC. The protein sequence of the target gene is MTSRLRALGGRINNTRTSELPKEKTRSEVICSIRFLDGLVQTFKVNKQDLGQSLLDMAYGHLGVTEKEYFGLQHGDDPVDSPRWLEASKPLRKQLKGGFPCTLHFRVRYFIPDPNTLQQEQTRHLYFLQLKMDVCEGRLTCPLNSAVVLASYAVQSHFGDFNSSIHHPGYLADSQFIPDQNDDFLSKVESLHEQHSGLKQSEAESCYINIARTLDFYGVELHGGRDLHNLDLMIGIASAGIAVYRKYICTSFYPWVNILKISFKRKKFFIHQRQKQAESREHIVAFNMLNYRSCKNLWKS.... Result: 0 (no interaction). (5) The miRNA is dme-miR-303-5p with sequence UUUAGGUUUCACAGGAAACUGGU. The protein sequence of the target gene is MAADSDDGAVSAPAASDGGVSKSTTSGEELVVQVPVVDVQSNNFKEMWPSLLLAIKTANFVAVDTELSGLGDRKSLLNQCIEERYKAVCHAARTRSILSLGLACFKRQPDKGEHSYLAQVFNLTLLCMEEYVIEPKSVQFLIQHGFNFNQQYAQGIPYHKGNDKGDESQSQSVRTLFLELIRARRPLVLHNGLIDLVFLYQNFYAHLPESLGTFTADLCEMFPAGIYDTKYAAEFHARFVASYLEYAFRKCERENGKQRAAGSPHLTLEFCNYPSSMRDHIDYRCCLPPATHRPHPTSIC.... Result: 0 (no interaction). (6) The miRNA is hsa-miR-4721 with sequence UGAGGGCUCCAGGUGACGGUGG. The protein sequence of the target gene is MAVAAAAAAAGPAGAGGGRAQRSGLLEVLVRDRWHKVLVNLSEDALVLSSEEGAAAYNGIGTATNGSFCRGAGAGHPGAGGAQPPDSPAGVRTAFTDLPEQVPESISNQKRGVKVLKQELGGLGISIKGGKENKMPILISKIFKGLAADQTQALYVGDAILSVNGADLRDATHDEAVQALKRAGKEVLLEVKYMREATPYVKKGSPVSEIGWETPPPESPRLGGSTSDPPSSQSFSFHRDRKSIPLKMCYVTRSMALADPENRQLEIHSPDAKHTVILRSKDSATAQAWFSAIHSNVNDL.... Result: 0 (no interaction). (7) The miRNA is hsa-miR-6811-3p with sequence AGCCUGUGCUUGUCCCUGCAG. The protein sequence of the target gene is MSLSEEQARSFLDQNPDFARQYFGKKLSPENVAAACEDGCPPDCDSLRDLCQVEESTALLELVQDMQESINMERVVFKVLRRLCTLLQADRCSLFMYRQRNGVAELATRLFSVQPDSVLEDCLVPPDSEIVFPLDIGVVGHVAQTKKMVNVEDVAECPHFSSFADELTDYKTKNMLATPIMNGKDVVAVIMAVNKLNGPFFTSEDEDVFLKYLNFATLYLKIYHLSYLHNCETRRGQVLLWSANKVFEELTDIERQFHKAFYTVRAYLNCERYSVGLLDMTKEKEFFDVWSVLMGESQPY.... Result: 1 (interaction). (8) The miRNA is hsa-miR-181b-5p with sequence AACAUUCAUUGCUGUCGGUGGGU. The protein sequence of the target gene is MNREDRNVLRMKERERRNQEIQQGEDAFPPSSPLFAEPYKVTSKEDKLSSRIQSMLGNYDEMKDFIGDRSIPKLVAIPKPTVPPSADEKSNPNFFEQRHGGSHQSSKWTPVGPAPSTSQSQKRSSGLQSGHSSQRTSAGSSSGTNSSGQRHDRESYNNSGSSSRKKGQHGSEHSKSRSSSPGKPQAVSSLNSSHSRSHGNDHHSKEHQRSKSPRDPDANWDSPSRVPFSSGQHSTQSFPPSLMSKSNSMLQKPTAYVRPMDGQESMEPKLSSEHYSSQSHGNSMTELKPSSKAHLTKLKI.... Result: 1 (interaction). (9) The miRNA is mmu-miR-135a-1-3p with sequence UAUAGGGAUUGGAGCCGUGGCG. The protein sequence of the target gene is MKASGTLREYKVVGRCLPTPKCHTPPLYRMRIFAPNHVVAKSRFWYFVSQLKKMKKSSGEIVYCGQVFEKSPLRVKNFGIWLRYDSRSGTHNMYREYRDLTTAGAVTQCYRDMGARHRARAHSIQIMKVEEIAASKCRRPAVKQFHDSKIKFPLPHRVLRRQHKPRFTTKRPNTFF. Result: 0 (no interaction). (10) The miRNA is hsa-miR-1284 with sequence UCUAUACAGACCCUGGCUUUUC. The protein sequence of the target gene is MDHINKLTQIEDPREQWRREQERMLKEYLIVAQEALNAKKEIYQIKQQRFELAQEEYQQLHKMCEDDSRSYASSFSGYSTNTKYDPHQIKAEIASRRDRLSRLKRELTQMKQELQYKEKGVETLQEIDRKMSSTHTSYKLDEAQAIMSELRTIKKAICTGEKERRDLMHSLAKLTDSFKNSCSVTDSLVDFPHHVGVPGDAGVPQQFCDAGSQTDIIGEFVFDDKTRLVDRVRLNWQYEEARKRVANIQQQLARLDNESWPSTAEADRDRLQLIKEKEALLQELQLIIAQRRSAGDVARL.... Result: 0 (no interaction).